From a dataset of Forward reaction prediction with 1.9M reactions from USPTO patents (1976-2016). Predict the product of the given reaction. (1) Given the reactants [NH2:1][C@H:2]([CH2:6][C:7]#[CH:8])[C:3]([OH:5])=[O:4].C([O-])([O-])=O.[Na+].[Na+].O.[Cl:16][C:17]1[CH:18]=[C:19]([S:24](Cl)(=[O:26])=[O:25])[CH:20]=[CH:21][C:22]=1[Cl:23].Cl.[Na+].[Cl-], predict the reaction product. The product is: [Cl:16][C:17]1[CH:18]=[C:19]([S:24]([NH:1][C@H:2]([CH2:6][C:7]#[CH:8])[C:3]([OH:5])=[O:4])(=[O:25])=[O:26])[CH:20]=[CH:21][C:22]=1[Cl:23]. (2) The product is: [CH:31]1([C:26]([O:2][CH3:1])=[O:12])[CH2:30][CH2:29][CH2:28][CH:27]=[CH:10][CH2:3][CH2:4]1.[CH:31]1([C:26]([O:2][CH3:1])=[O:12])[CH2:30][CH2:29][CH2:28][CH2:27][CH:4]=[CH:3][CH2:10]1.[CH:31]1([C:26]([O:2][CH3:1])=[O:12])[CH2:30][CH2:29][CH2:28][CH2:27][CH2:10][CH:3]=[CH:4]1. Given the reactants [CH3:1][OH:2].[CH:3]1[CH2:10]CCCC=C[CH:4]=1.[C]=[O:12].[CH:26]1[CH:31]=[CH:30][C:29](P([C:26]2[CH:31]=[CH:30][CH:29]=[CH:28][CH:27]=2)[C:26]2[CH:31]=[CH:30][CH:29]=[CH:28][CH:27]=2)=[CH:28][CH:27]=1, predict the reaction product. (3) Given the reactants [Br:1][C:2]1[CH:7]=[CH:6][C:5]([OH:8])=[CH:4][CH:3]=1.N1C=CN=C1.[CH3:14][C:15]([Si:18](Cl)([CH3:20])[CH3:19])([CH3:17])[CH3:16], predict the reaction product. The product is: [Br:1][C:2]1[CH:7]=[CH:6][C:5]([O:8][Si:18]([C:15]([CH3:17])([CH3:16])[CH3:14])([CH3:20])[CH3:19])=[CH:4][CH:3]=1. (4) The product is: [Br:2][C:3]1[CH:4]=[CH:5][CH:6]=[C:7]2[C:12]=1[CH2:11][N:10]([C:18]([O:17][C:14]([CH3:16])([CH3:15])[CH3:13])=[O:19])[CH2:9][CH2:8]2. Given the reactants Cl.[Br:2][C:3]1[CH:4]=[CH:5][CH:6]=[C:7]2[C:12]=1[CH2:11][NH:10][CH2:9][CH2:8]2.[CH3:13][C:14]([O:17][C:18](O[C:18]([O:17][C:14]([CH3:16])([CH3:15])[CH3:13])=[O:19])=[O:19])([CH3:16])[CH3:15].CCN(CC)CC, predict the reaction product. (5) Given the reactants CN(C)[C:3]([CH3:17])=[CH:4][C:5]([C:7]1[CH:12]=[CH:11][C:10]([C:13]([F:16])([F:15])[F:14])=[CH:9][CH:8]=1)=O.C([O:23][C:24](=[O:34])[C:25]1[CH:30]=[CH:29][C:28]([C:31](=[NH:33])[NH2:32])=[CH:27][CH:26]=1)(C)(C)C.C(OC(=O)C1C=CC=C(C(=N)N)C=1)(C)(C)C.[H-].[Na+], predict the reaction product. The product is: [CH3:17][C:3]1[CH:4]=[C:5]([C:7]2[CH:12]=[CH:11][C:10]([C:13]([F:14])([F:15])[F:16])=[CH:9][CH:8]=2)[N:32]=[C:31]([C:28]2[CH:27]=[CH:26][C:25]([C:24]([OH:23])=[O:34])=[CH:30][CH:29]=2)[N:33]=1. (6) Given the reactants [NH2:1][C:2]1[CH:9]=[CH:8][C:5]([C:6]#[N:7])=[CH:4][CH:3]=1.C[Al](C)C.[F:14][C:15]1[CH:20]=[C:19]([F:21])[CH:18]=[CH:17][C:16]=1[C@@:22]([OH:49])([CH2:43][N:44]1[CH:48]=[N:47][CH:46]=[N:45]1)[C@H:23]([S:25][C@@H:26]1[CH2:31][O:30][C@@H:29]([C:32]2[CH:41]=[CH:40][C:35]([C:36](OC)=[O:37])=[CH:34][C:33]=2[F:42])[O:28][CH2:27]1)[CH3:24], predict the reaction product. The product is: [C:6]([C:5]1[CH:8]=[CH:9][C:2]([NH:1][C:36](=[O:37])[C:35]2[CH:40]=[CH:41][C:32]([C@H:29]3[O:30][CH2:31][C@H:26]([S:25][C@H:23]([CH3:24])[C@:22]([C:16]4[CH:17]=[CH:18][C:19]([F:21])=[CH:20][C:15]=4[F:14])([OH:49])[CH2:43][N:44]4[CH:48]=[N:47][CH:46]=[N:45]4)[CH2:27][O:28]3)=[C:33]([F:42])[CH:34]=2)=[CH:3][CH:4]=1)#[N:7]. (7) Given the reactants C([Li])CCC.[CH3:6][S:7][C:8]1[C:9]2[O:16][CH:15]=[CH:14][C:10]=2[N:11]=[CH:12][N:13]=1.CN([CH:20]=[O:21])C.[Cl-].[NH4+], predict the reaction product. The product is: [CH3:6][S:7][C:8]1[C:9]2[O:16][C:15]([CH:20]=[O:21])=[CH:14][C:10]=2[N:11]=[CH:12][N:13]=1. (8) Given the reactants [C:1]([NH:9][CH:10]1[CH2:15][CH2:14][N:13]([NH:16][C:17]([C:19]2[CH:39]=[CH:38][C:22]3[N:23]([CH3:37])[C:24]([CH2:26][CH2:27][C:28]4[CH:33]=[CH:32][C:31]([C:34](=[NH:36])[NH2:35])=[CH:30][CH:29]=4)=[N:25][C:21]=3[CH:20]=2)=[O:18])[CH2:12][CH2:11]1)(=[O:8])[C:2]1[CH:7]=[CH:6][CH:5]=[CH:4][CH:3]=1.C(N(CC)CC)C.[C:47](Cl)(=[O:54])[C:48]1[CH:53]=[CH:52][CH:51]=[CH:50][CH:49]=1.O, predict the reaction product. The product is: [C:1]([NH:9][CH:10]1[CH2:11][CH2:12][N:13]([NH:16][C:17]([C:19]2[CH:39]=[CH:38][C:22]3[N:23]([CH3:37])[C:24]([CH2:26][CH2:27][C:28]4[CH:29]=[CH:30][C:31]([C:34](=[NH:35])[NH:36][C:47](=[O:54])[C:48]5[CH:53]=[CH:52][CH:51]=[CH:50][CH:49]=5)=[CH:32][CH:33]=4)=[N:25][C:21]=3[CH:20]=2)=[O:18])[CH2:14][CH2:15]1)(=[O:8])[C:2]1[CH:3]=[CH:4][CH:5]=[CH:6][CH:7]=1. (9) Given the reactants C(C)(C)C.C([O:9][C:10]([C:12]1[CH:16]=[CH:15][NH:14][CH:13]=1)=[O:11])(C)(C)C.[H-].[Na+].Cl[C:20]1[CH:25]=[CH:24][C:23]([C:26]#[N:27])=[CH:22][N:21]=1, predict the reaction product. The product is: [C:26]([C:23]1[CH:24]=[CH:25][C:20]([N:14]2[CH:15]=[CH:16][C:12]([C:10]([OH:9])=[O:11])=[CH:13]2)=[N:21][CH:22]=1)#[N:27]. (10) Given the reactants [CH:1]([O:4][C:5](=[O:23])[N:6]([C@H:8]1[CH2:12][CH2:11][N:10]([C:13]2[CH:14]=[CH:15][C:16]3[N:17]([C:19](Br)=[CH:20][N:21]=3)[N:18]=2)[CH2:9]1)[CH3:7])([CH3:3])[CH3:2].[CH3:24][O:25][C:26]1[C:31](B(O)O)=[CH:30][C:29]([CH3:35])=[CH:28][N:27]=1.C(=O)([O-])[O-].[K+].[K+].O, predict the reaction product. The product is: [CH:1]([O:4][C:5](=[O:23])[N:6]([C@H:8]1[CH2:12][CH2:11][N:10]([C:13]2[CH:14]=[CH:15][C:16]3[N:17]([C:19]([C:31]4[C:26]([O:25][CH3:24])=[N:27][CH:28]=[C:29]([CH3:35])[CH:30]=4)=[CH:20][N:21]=3)[N:18]=2)[CH2:9]1)[CH3:7])([CH3:3])[CH3:2].